Dataset: Peptide-MHC class I binding affinity with 185,985 pairs from IEDB/IMGT. Task: Regression. Given a peptide amino acid sequence and an MHC pseudo amino acid sequence, predict their binding affinity value. This is MHC class I binding data. (1) The peptide sequence is MSNPFGAL. The MHC is H-2-Kb with pseudo-sequence H-2-Kb. The binding affinity (normalized) is 0.710. (2) The peptide sequence is SPRSRNRSF. The MHC is HLA-B58:01 with pseudo-sequence HLA-B58:01. The binding affinity (normalized) is 0.0847. (3) The peptide sequence is ARYSNFAWY. The MHC is HLA-B39:01 with pseudo-sequence HLA-B39:01. The binding affinity (normalized) is 0.0847. (4) The peptide sequence is RLAELIGPA. The MHC is HLA-A01:01 with pseudo-sequence HLA-A01:01. The binding affinity (normalized) is 0.0847. (5) The peptide sequence is GMMQNDYGGM. The MHC is HLA-A02:01 with pseudo-sequence HLA-A02:01. The binding affinity (normalized) is 0.394. (6) The peptide sequence is FVMPIFEQI. The MHC is HLA-A26:01 with pseudo-sequence HLA-A26:01. The binding affinity (normalized) is 0.0847. (7) The peptide sequence is TRYPLTFGW. The MHC is HLA-A02:01 with pseudo-sequence HLA-A02:01. The binding affinity (normalized) is 0.